This data is from Forward reaction prediction with 1.9M reactions from USPTO patents (1976-2016). The task is: Predict the product of the given reaction. (1) Given the reactants [F:1][C:2]1[CH:7]=[C:6](OC)[CH:5]=[C:4]([F:10])[C:3]=1[C:11]1[S:12][CH:13]=[C:14]([C:16]([OH:18])=[O:17])[N:15]=1.FC1C=C(C(O)C)C=C(F)C=1B1O[C:29](C)(C)[C:28](C)(C)[O:27]1, predict the reaction product. The product is: [F:10][C:4]1[CH:5]=[C:6]([CH:28]([OH:27])[CH3:29])[CH:7]=[C:2]([F:1])[C:3]=1[C:11]1[S:12][CH:13]=[C:14]([C:16]([OH:18])=[O:17])[N:15]=1. (2) Given the reactants [NH:1]([C:3]1[CH:4]=[CH:5][C:6]([C:9]([F:12])([F:11])[F:10])=[N:7][CH:8]=1)[NH2:2].[CH3:13][C:14]([O:17][C:18](O[C:18]([O:17][C:14]([CH3:16])([CH3:15])[CH3:13])=[O:19])=[O:19])([CH3:16])[CH3:15].C([O-])([O-])=O.[Na+].[Na+].C(#N)C, predict the reaction product. The product is: [F:11][C:9]([F:12])([F:10])[C:6]1[N:7]=[CH:8][C:3]([NH:1][NH:2][C:18]([O:17][C:14]([CH3:16])([CH3:15])[CH3:13])=[O:19])=[CH:4][CH:5]=1. (3) Given the reactants [C:1]1([NH2:8])[C:2]([NH2:7])=[CH:3][CH:4]=[CH:5][CH:6]=1.[Cl:9][C:10]([Cl:16])([Cl:15])[C:11](=N)OC.O, predict the reaction product. The product is: [Cl:9][C:10]([Cl:16])([Cl:15])[C:11]1[NH:8][C:1]2[CH:6]=[CH:5][CH:4]=[CH:3][C:2]=2[N:7]=1. (4) Given the reactants Br[C:2]1[C:7]([O:8][CH3:9])=[CH:6][CH:5]=[CH:4][C:3]=1[NH:10][C:11](=[S:16])[C:12]([F:15])([F:14])[F:13].N1C2C(=CC=C3C=2N=CC=C3)C=CC=1.C(=O)([O-])[O-].[Cs+].[Cs+], predict the reaction product. The product is: [CH3:9][O:8][C:7]1[C:2]2[S:16][C:11]([C:12]([F:15])([F:14])[F:13])=[N:10][C:3]=2[CH:4]=[CH:5][CH:6]=1. (5) Given the reactants [Cl:1][C:2]1[CH:7]=[CH:6][N:5]=[C:4]2[N:8]([CH2:11][O:12][CH2:13][CH2:14][Si:15]([CH3:18])([CH3:17])[CH3:16])[CH:9]=[CH:10][C:3]=12.C([Li])CCC.[I:24]I, predict the reaction product. The product is: [Cl:1][C:2]1[CH:7]=[CH:6][N:5]=[C:4]2[N:8]([CH2:11][O:12][CH2:13][CH2:14][Si:15]([CH3:18])([CH3:17])[CH3:16])[C:9]([I:24])=[CH:10][C:3]=12. (6) Given the reactants [N:1]1([C@:4]23[CH2:30][CH2:29][C@@H:28]([C:31]([CH3:33])=[CH2:32])[C@@H:5]2[C@@H:6]2[C@@:19]([CH3:22])([CH2:20][CH2:21]3)[C@@:18]3([CH3:23])[C@@H:9]([C@:10]4([CH3:27])[C@@H:15]([CH2:16][CH2:17]3)[C:14]([CH3:25])([CH3:24])[C:13](=[O:26])[CH2:12][CH2:11]4)[CH2:8][CH2:7]2)[CH2:3][CH2:2]1.[F:34][C:35]([F:48])([F:47])[S:36](O[S:36]([C:35]([F:48])([F:47])[F:34])(=[O:38])=[O:37])(=[O:38])=[O:37].C[Si]([N-][Si](C)(C)C)(C)C.[K+].[ClH:59].[Cl-].[NH4+], predict the reaction product. The product is: [F:34][C:35]([F:48])([F:47])[S:36]([O:26][C:13]1[C:14]([CH3:24])([CH3:25])[C@H:15]2[C@:10]([CH3:27])([CH2:11][CH:12]=1)[C@@H:9]1[C@:18]([CH3:23])([C@@:19]3([CH3:22])[C@H:6]([CH2:7][CH2:8]1)[C@H:5]1[C@H:28]([C:31]([CH3:33])=[CH2:32])[CH2:29][CH2:30][C@:4]1([NH:1][CH2:2][CH2:3][Cl:59])[CH2:21][CH2:20]3)[CH2:17][CH2:16]2)(=[O:38])=[O:37]. (7) The product is: [C:19]([O:23][C:24](=[O:32])[NH:25][CH:26]1[CH2:31][CH2:30][N:29]([C:2]2[C:7]([C:8]#[C:9][C:10]3[CH:11]=[N:12][C:13]([NH2:16])=[CH:14][CH:15]=3)=[C:6]([CH3:17])[N:5]=[C:4]([NH2:18])[N:3]=2)[CH2:28][CH2:27]1)([CH3:22])([CH3:20])[CH3:21]. Given the reactants Cl[C:2]1[C:7]([C:8]#[C:9][C:10]2[CH:11]=[N:12][C:13]([NH2:16])=[CH:14][CH:15]=2)=[C:6]([CH3:17])[N:5]=[C:4]([NH2:18])[N:3]=1.[C:19]([O:23][C:24](=[O:32])[NH:25][CH:26]1[CH2:31][CH2:30][NH:29][CH2:28][CH2:27]1)([CH3:22])([CH3:21])[CH3:20].C(OCC)(=O)C.C([O-])([O-])=O.[Na+].[Na+], predict the reaction product.